This data is from Catalyst prediction with 721,799 reactions and 888 catalyst types from USPTO. The task is: Predict which catalyst facilitates the given reaction. (1) Reactant: [Cl:1][C:2]1[CH:9]=[C:8]([F:10])[CH:7]=[CH:6][C:3]=1[CH:4]=O.[CH3:11][O:12][CH:13]([O:16][CH3:17])[CH2:14][NH2:15].O.[BH4-].[Na+]. Product: [Cl:1][C:2]1[CH:9]=[C:8]([F:10])[CH:7]=[CH:6][C:3]=1[CH2:4][NH:15][CH2:14][CH:13]([O:16][CH3:17])[O:12][CH3:11]. The catalyst class is: 11. (2) Reactant: Cl.[F:2][C:3]1[CH:8]=[CH:7][C:6]([C:9]2[N:10]=[C:11]3[N:15]([C:16]=2[C:17]2[CH:22]=[CH:21][N:20]=[C:19]([NH:23][CH:24]4[CH2:29][CH2:28][CH2:27][NH:26][CH2:25]4)[N:18]=2)[CH:14]=[CH:13][S:12]3)=[CH:5][CH:4]=1.C(N(CC)CC)C.[F:37][C:38]1[CH:45]=[CH:44][C:41]([CH:42]=O)=[CH:40][CH:39]=1.ClCCCl.CN(C=O)C. Product: [F:37][C:38]1[CH:45]=[CH:44][C:41]([CH2:42][N:26]2[CH2:27][CH2:28][CH2:29][CH:24]([NH:23][C:19]3[N:18]=[C:17]([C:16]4[N:15]5[C:11]([S:12][CH:13]=[CH:14]5)=[N:10][C:9]=4[C:6]4[CH:7]=[CH:8][C:3]([F:2])=[CH:4][CH:5]=4)[CH:22]=[CH:21][N:20]=3)[CH2:25]2)=[CH:40][CH:39]=1. The catalyst class is: 825.